From a dataset of Reaction yield outcomes from USPTO patents with 853,638 reactions. Predict the reaction yield, written as a fraction of the theoretical maximum amount of product (1.0 means a 100% yield; for example, 0.34 means a 34% yield). (1) The reactants are [Br:1][C:2]1[CH:7]=[CH:6][C:5]([C@@H:8]([NH:10][C:11]2[N:16]=[C:15]([N:17]3[C@@H:21]([CH:22]([CH3:24])[CH3:23])[CH2:20][O:19][C:18]3=[O:25])[CH:14]=[CH:13][N:12]=2)[CH3:9])=[CH:4][CH:3]=1.[C:26](O[C:26]([O:28][C:29]([CH3:32])([CH3:31])[CH3:30])=[O:27])([O:28][C:29]([CH3:32])([CH3:31])[CH3:30])=[O:27].CCN(C(C)C)C(C)C.CCOC(C)=O.CCCCCCC. The catalyst is C1COCC1.CN(C1C=CN=CC=1)C. The product is [Br:1][C:2]1[CH:7]=[CH:6][C:5]([C@@H:8]([N:10]([C:11]2[N:16]=[C:15]([N:17]3[C@@H:21]([CH:22]([CH3:24])[CH3:23])[CH2:20][O:19][C:18]3=[O:25])[CH:14]=[CH:13][N:12]=2)[C:26](=[O:27])[O:28][C:29]([CH3:32])([CH3:31])[CH3:30])[CH3:9])=[CH:4][CH:3]=1. The yield is 0.509. (2) The reactants are [NH2:1][C@H:2]1[C@@H:7]([NH:8][C:9]([C:11]2[NH:12][C:13]([CH2:17][CH3:18])=[C:14]([Cl:16])[N:15]=2)=[O:10])[CH2:6][CH2:5][N:4]([C:19]2[S:20][C:21]3[C:27]([C:28]([O:30][CH2:31][CH3:32])=[O:29])=[CH:26][CH:25]=[CH:24][C:22]=3[N:23]=2)[CH2:3]1.[CH:33]1([CH:36]=O)[CH2:35][CH2:34]1.C(O[BH-](OC(=O)C)OC(=O)C)(=O)C.[Na+]. No catalyst specified. The product is [Cl:16][C:14]1[N:15]=[C:11]([C:9]([NH:8][C@H:7]2[CH2:6][CH2:5][N:4]([C:19]3[S:20][C:21]4[C:27]([C:28]([O:30][CH2:31][CH3:32])=[O:29])=[CH:26][CH:25]=[CH:24][C:22]=4[N:23]=3)[CH2:3][C@H:2]2[NH:1][CH2:36][CH:33]2[CH2:35][CH2:34]2)=[O:10])[NH:12][C:13]=1[CH2:17][CH3:18]. The yield is 0.930. (3) The reactants are Cl[C:2]1[N:7]=[C:6]([NH:8][C:9]2[CH:14]=[CH:13][C:12]3[O:15][CH2:16][CH2:17][O:18][C:11]=3[CH:10]=2)[C:5]([F:19])=[CH:4][N:3]=1.[NH2:20][C:21]1[CH:22]=[N:23][CH:24]=[CH:25][CH:26]=1.CC(C)([O-])C.[Na+].C1C=CC(P(C2C=CC3C(=CC=CC=3)C=2C2C3C(=CC=CC=3)C=CC=2P(C2C=CC=CC=2)C2C=CC=CC=2)C2C=CC=CC=2)=CC=1.C(N(CC)C(C)C)(C)C. The catalyst is C1(C)C=CC=CC=1.C([O-])(=O)C.[Pd+2].C([O-])(=O)C. The product is [CH2:17]1[CH2:16][O:15][C:12]2[CH:13]=[CH:14][C:9]([NH:8][C:6]3[C:5]([F:19])=[CH:4][N:3]=[C:2]([NH:20][C:21]4[CH:22]=[N:23][CH:24]=[CH:25][CH:26]=4)[N:7]=3)=[CH:10][C:11]=2[O:18]1. The yield is 0.140. (4) The reactants are Br[C:2]1[N:7]=[C:6]([C@@H:8]([OH:10])[CH3:9])[C:5]([F:11])=[CH:4][CH:3]=1.C(N(CC)CC)C.[H][H]. The catalyst is [Pd].C(Cl)Cl. The product is [F:11][C:5]1[C:6]([C@@H:8]([OH:10])[CH3:9])=[N:7][CH:2]=[CH:3][CH:4]=1. The yield is 0.650. (5) The reactants are [OH:1][CH:2]1[CH2:7][CH2:6][NH:5][CH2:4][CH2:3]1.[C:8](Cl)(=[O:15])[C:9]1[CH:14]=[CH:13][CH:12]=[CH:11][CH:10]=1. The catalyst is C(Cl)Cl.N1C=CC=CC=1. The product is [C:9]1([C:8]([N:5]2[CH2:6][CH2:7][CH:2]([OH:1])[CH2:3][CH2:4]2)=[O:15])[CH:14]=[CH:13][CH:12]=[CH:11][CH:10]=1. The yield is 0.700. (6) The reactants are Br[C:2]1[CH:3]=[C:4]2[CH2:10][C:9]3([CH:15]4[CH2:16][CH2:17][N:12]([CH2:13][CH2:14]4)[CH2:11]3)[O:8][C:5]2=[N:6][CH:7]=1.C1(C)C=CC=CC=1P(C1C=CC=CC=1C)C1C=CC=CC=1C.[Cl-].[Li+].C([Sn](CCCC)(CCCC)[C:47]1[CH:48]=[N:49][CH:50]=[CH:51][CH:52]=1)CCC. The catalyst is COCCOC.C(Cl)(Cl)Cl.CO. The product is [N:49]1[CH:50]=[CH:51][CH:52]=[C:47]([C:2]2[CH:3]=[C:4]3[CH2:10][C:9]4([CH:15]5[CH2:16][CH2:17][N:12]([CH2:13][CH2:14]5)[CH2:11]4)[O:8][C:5]3=[N:6][CH:7]=2)[CH:48]=1. The yield is 0.370. (7) The reactants are COC[N:4]1[C:8]2[CH:9]=[CH:10][C:11]([CH:13]([C:15]3[CH:19]=[CH:18][N:17]([C:20]4[CH:25]=[CH:24][C:23]([N:26]5[CH2:31][CH2:30][O:29][CH2:28][CH2:27]5)=[CH:22][N:21]=4)[N:16]=3)[CH3:14])=[CH:12][C:7]=2[S:6][C:5]1=[O:32].FC(F)(F)C(O)=O.[OH-].[NH4+]. The catalyst is O1CCCC1. The product is [O:29]1[CH2:28][CH2:27][N:26]([C:23]2[CH:24]=[CH:25][C:20]([N:17]3[CH:18]=[CH:19][C:15]([CH:13]([C:11]4[CH:10]=[CH:9][C:8]5[NH:4][C:5](=[O:32])[S:6][C:7]=5[CH:12]=4)[CH3:14])=[N:16]3)=[N:21][CH:22]=2)[CH2:31][CH2:30]1. The yield is 0.500.